Regression. Given a peptide amino acid sequence and an MHC pseudo amino acid sequence, predict their binding affinity value. This is MHC class II binding data. From a dataset of Peptide-MHC class II binding affinity with 134,281 pairs from IEDB. (1) The peptide sequence is CDGSILGAAVNGKKS. The MHC is DRB1_0301 with pseudo-sequence DRB1_0301. The binding affinity (normalized) is 0.763. (2) The peptide sequence is DITVKNCVLKKSTNG. The MHC is HLA-DPA10201-DPB10501 with pseudo-sequence HLA-DPA10201-DPB10501. The binding affinity (normalized) is 0.152. (3) The peptide sequence is YKAAVDLSHFLKEKG. The MHC is DRB1_0401 with pseudo-sequence DRB1_0401. The binding affinity (normalized) is 0.310. (4) The peptide sequence is RAMFVEDIAMGYVVS. The MHC is H-2-IAb with pseudo-sequence H-2-IAb. The binding affinity (normalized) is 0.171. (5) The binding affinity (normalized) is 0.541. The MHC is DRB1_1201 with pseudo-sequence DRB1_1201. The peptide sequence is LQFAKLTGFTLMGKG. (6) The MHC is DRB1_1301 with pseudo-sequence DRB1_1301. The peptide sequence is DKFYDCLKNSADTISSYF. The binding affinity (normalized) is 0. (7) The peptide sequence is YPWDRIEEVTRMAMT. The MHC is HLA-DQA10501-DQB10303 with pseudo-sequence HLA-DQA10501-DQB10303. The binding affinity (normalized) is 0.357. (8) The peptide sequence is GGFFTSVGKGIHTVF. The MHC is HLA-DQA10102-DQB10501 with pseudo-sequence HLA-DQA10102-DQB10501. The binding affinity (normalized) is 0.410.